This data is from Reaction yield outcomes from USPTO patents with 853,638 reactions. The task is: Predict the reaction yield, written as a fraction of the theoretical maximum amount of product (1.0 means a 100% yield; for example, 0.34 means a 34% yield). (1) The reactants are C(OC([N:8]([C:13]1[CH:14]=[C:15]2[C:19](=[CH:20][CH:21]=1)[N:18]([CH2:22][C:23]([O:25][C@H:26]([C:37]1[CH:42]=[CH:41][C:40]([O:43][CH:44]([F:46])[F:45])=[C:39]([O:47][CH2:48][CH:49]3[CH2:51][CH2:50]3)[CH:38]=1)[CH2:27][C:28]1[C:33]([Cl:34])=[CH:32][N+:31]([O-:35])=[CH:30][C:29]=1[Cl:36])=[O:24])[CH:17]=[CH:16]2)[S:9]([CH3:12])(=[O:11])=[O:10])=O)(C)(C)C.O1CCOCC1. The catalyst is C(Cl)Cl.Cl. The product is [Cl:36][C:29]1[CH:30]=[N+:31]([O-:35])[CH:32]=[C:33]([Cl:34])[C:28]=1[CH2:27][C@@H:26]([C:37]1[CH:42]=[CH:41][C:40]([O:43][CH:44]([F:45])[F:46])=[C:39]([O:47][CH2:48][CH:49]2[CH2:51][CH2:50]2)[CH:38]=1)[O:25][C:23](=[O:24])[CH2:22][N:18]1[C:19]2[C:15](=[CH:14][C:13]([NH:8][S:9]([CH3:12])(=[O:11])=[O:10])=[CH:21][CH:20]=2)[CH:16]=[CH:17]1. The yield is 0.430. (2) The reactants are [F:1][C:2]([F:11])([F:10])[C:3]([OH:9])([CH3:8])[CH2:4][C:5]([OH:7])=[O:6].[CH3:12][Si](C=[N+]=[N-])(C)C. The catalyst is CO. The product is [CH3:12][O:6][C:5](=[O:7])[CH2:4][C:3]([C:2]([F:10])([F:11])[F:1])([OH:9])[CH3:8]. The yield is 1.00. (3) The reactants are [NH2:1][C:2]1[CH:10]=[CH:9][C:5]([C:6]([OH:8])=O)=[CH:4][C:3]=1[Cl:11].[NH:12]1[CH2:17][CH2:16][CH2:15][C@@H:14]2[C:18]3[CH:19]=[CH:20][CH:21]=[CH:22][C:23]=3[CH2:24][C@H:13]12.F[P-](F)(F)(F)(F)F.N1(OC(N(C)C)=[N+](C)C)C2N=CC=CC=2N=N1. No catalyst specified. The product is [NH2:1][C:2]1[CH:10]=[CH:9][C:5]([C:6]([N:12]2[CH2:17][CH2:16][CH2:15][C@@H:14]3[C:18]4[CH:19]=[CH:20][CH:21]=[CH:22][C:23]=4[CH2:24][C@H:13]23)=[O:8])=[CH:4][C:3]=1[Cl:11]. The yield is 0.380. (4) The reactants are [CH3:1][C:2]1([CH3:22])[CH2:6][N:5]([C:7]2[CH:12]=[CH:11][C:10]([C:13]#[C:14][C:15]3[CH:20]=[CH:19][CH:18]=[CH:17][CH:16]=3)=[CH:9][N:8]=2)[C:4](=[O:21])[NH:3]1.[H-].[Na+].IC.[C:27]([O-])(O)=O.[Na+]. The catalyst is CN(C=O)C. The product is [CH3:27][N:3]1[C:2]([CH3:22])([CH3:1])[CH2:6][N:5]([C:7]2[CH:12]=[CH:11][C:10]([C:13]#[C:14][C:15]3[CH:16]=[CH:17][CH:18]=[CH:19][CH:20]=3)=[CH:9][N:8]=2)[C:4]1=[O:21]. The yield is 0.810. (5) The reactants are [C:1]([O:5][C:6]([NH:8][CH2:9][C:10]1[CH:15]=[CH:14][C:13]([CH:16]([OH:22])[CH2:17][C:18]([CH3:21])([CH3:20])[CH3:19])=[CH:12][C:11]=1[F:23])=[O:7])([CH3:4])([CH3:3])[CH3:2]. The catalyst is O1CCOCC1.[O-2].[O-2].[Mn+4]. The product is [C:1]([O:5][C:6]([NH:8][CH2:9][C:10]1[CH:15]=[CH:14][C:13]([C:16](=[O:22])[CH2:17][C:18]([CH3:21])([CH3:20])[CH3:19])=[CH:12][C:11]=1[F:23])=[O:7])([CH3:4])([CH3:2])[CH3:3]. The yield is 0.900. (6) The reactants are [CH3:1][O:2][C:3](=[O:19])[C:4]1[CH:9]=[CH:8][C:7](/[N:10]=[CH:11]/[C:12]2[CH:17]=[CH:16][CH:15]=[C:14]([Br:18])[CH:13]=2)=[CH:6][CH:5]=1.[CH2:20]=[C:21]1[CH2:25][CH2:24][CH2:23][CH2:22]1. The catalyst is C(#N)C.C(OCC)(=O)C.FC(F)(F)S([O-])(=O)=O.[Sc+3].FC(F)(F)S([O-])(=O)=O.FC(F)(F)S([O-])(=O)=O. The product is [CH3:1][O:2][C:3]([C:4]1[CH:5]=[C:6]2[C:7](=[CH:8][CH:9]=1)[NH:10][CH:11]([C:12]1[CH:17]=[CH:16][CH:15]=[C:14]([Br:18])[CH:13]=1)[CH2:20][C:21]12[CH2:25][CH2:24][CH2:23][CH2:22]1)=[O:19]. The yield is 0.400.